The task is: Predict the product of the given reaction.. This data is from Forward reaction prediction with 1.9M reactions from USPTO patents (1976-2016). (1) Given the reactants [C:1]([C:5]1[N:10]=[C:9]([N:11]2[CH2:16][CH2:15][N:14]([CH2:17][CH2:18][CH2:19][CH2:20][NH2:21])[CH2:13][CH2:12]2)[CH:8]=[C:7]([C:22]([F:25])([F:24])[F:23])[N:6]=1)([CH3:4])([CH3:3])[CH3:2].C1N=CN([C:31](N2C=NC=C2)=[O:32])C=1.[CH3:38][N:39]1[CH2:44][CH2:43][CH:42]([N:45]2[CH2:50][CH2:49][NH:48][CH2:47][CH2:46]2)[CH2:41][CH2:40]1, predict the reaction product. The product is: [C:1]([C:5]1[N:10]=[C:9]([N:11]2[CH2:16][CH2:15][N:14]([CH2:17][CH2:18][CH2:19][CH2:20][NH:21][C:31]([N:48]3[CH2:49][CH2:50][N:45]([CH:42]4[CH2:41][CH2:40][N:39]([CH3:38])[CH2:44][CH2:43]4)[CH2:46][CH2:47]3)=[O:32])[CH2:13][CH2:12]2)[CH:8]=[C:7]([C:22]([F:24])([F:25])[F:23])[N:6]=1)([CH3:4])([CH3:2])[CH3:3]. (2) The product is: [C:1]([O:5][C:6](=[O:14])[NH:7][CH:8]1[CH2:13][CH2:12][N:11]([CH2:27][C:26]2[CH:29]=[CH:30][C:23]([F:22])=[CH:24][CH:25]=2)[CH2:10][CH2:9]1)([CH3:4])([CH3:2])[CH3:3]. Given the reactants [C:1]([O:5][C:6](=[O:14])[NH:7][CH:8]1[CH2:13][CH2:12][NH:11][CH2:10][CH2:9]1)([CH3:4])([CH3:3])[CH3:2].C(N(CC)CC)C.[F:22][C:23]1[CH:30]=[CH:29][C:26]([CH2:27]Br)=[CH:25][CH:24]=1, predict the reaction product.